Dataset: Full USPTO retrosynthesis dataset with 1.9M reactions from patents (1976-2016). Task: Predict the reactants needed to synthesize the given product. (1) Given the product [S:1]1[CH:5]=[CH:4][CH:3]=[C:2]1[S:6]([N:9]1[CH2:14][CH2:13][N:12]([C:15]2[CH:20]=[CH:19][C:18]([C:21]([OH:27])([CH3:26])[C:22]([F:24])([F:25])[F:23])=[CH:17][CH:16]=2)[C@@H:11]([CH2:28][N:29]2[CH2:34][CH2:33][O:32][CH2:31][CH:30]2[CH2:35][C:36]([OH:38])=[O:37])[CH2:10]1)(=[O:8])=[O:7], predict the reactants needed to synthesize it. The reactants are: [S:1]1[CH:5]=[CH:4][CH:3]=[C:2]1[S:6]([N:9]1[CH2:14][CH2:13][N:12]([C:15]2[CH:20]=[CH:19][C:18]([C:21]([OH:27])([CH3:26])[C:22]([F:25])([F:24])[F:23])=[CH:17][CH:16]=2)[C@@H:11]([CH2:28][N:29]2[CH2:34][CH2:33][O:32][CH2:31][CH:30]2[CH2:35][C:36]([O-:38])=[O:37])[CH2:10]1)(=[O:8])=[O:7].[OH-].[Na+]. (2) Given the product [N:1]1[C:6]2[O:7][C:8]3[CH:14]=[CH:13][CH:12]=[CH:11][C:9]=3[O:10][C:5]=2[CH:4]=[C:3]([CH2:15][CH2:16][C:17]([O:19][CH2:20][CH3:21])=[O:18])[N:2]=1, predict the reactants needed to synthesize it. The reactants are: [N:1]1[C:6]2[O:7][C:8]3[CH:14]=[CH:13][CH:12]=[CH:11][C:9]=3[O:10][C:5]=2[CH:4]=[C:3](/[CH:15]=[CH:16]/[C:17]([O:19][CH2:20][CH3:21])=[O:18])[N:2]=1. (3) Given the product [N:39]1([C:2]2[CH:3]=[CH:4][C:5]([CH2:6][N:7]3[C:11]4[CH:12]=[CH:13][C:14]([O:16][CH2:17][C:18]5[CH:27]=[CH:26][C:25]6[C:20](=[CH:21][CH:22]=[CH:23][CH:24]=6)[N:19]=5)=[CH:15][C:10]=4[N:9]=[C:8]3[CH2:28][C:29]([CH3:36])([CH3:35])[C:30]([OH:32])=[O:31])=[CH:37][CH:38]=2)[CH2:42][CH2:41][CH2:40]1, predict the reactants needed to synthesize it. The reactants are: Br[C:2]1[CH:38]=[CH:37][C:5]([CH2:6][N:7]2[C:11]3[CH:12]=[CH:13][C:14]([O:16][CH2:17][C:18]4[CH:27]=[CH:26][C:25]5[C:20](=[CH:21][CH:22]=[CH:23][CH:24]=5)[N:19]=4)=[CH:15][C:10]=3[N:9]=[C:8]2[CH2:28][C:29]([CH3:36])([CH3:35])[C:30]([O:32]CC)=[O:31])=[CH:4][CH:3]=1.[NH:39]1[CH2:42][CH2:41][CH2:40]1.CC(P(C(C)(C)C)C1C(C2C=CC=CC=2)=CC=CC=1)(C)C.CC([O-])(C)C.[K+].